Task: Predict which catalyst facilitates the given reaction.. Dataset: Catalyst prediction with 721,799 reactions and 888 catalyst types from USPTO (1) Product: [Cl:49][C:50]1[CH:65]=[CH:64][C:53]2[NH:54][C:55]([C:57]3([NH:63][C:5](=[O:7])[C:4]4[CH:8]=[CH:9][C:10]([C:11]([N:13]5[CH2:17][CH2:16][CH2:15][CH2:14]5)=[O:12])=[C:2]([CH3:1])[CH:3]=4)[CH2:62][CH2:61][CH2:60][CH2:59][CH2:58]3)=[N:56][C:52]=2[CH:51]=1. Reactant: [CH3:1][C:2]1[CH:3]=[C:4]([CH:8]=[CH:9][C:10]=1[C:11]([N:13]1[CH2:17][CH2:16][CH2:15][CH2:14]1)=[O:12])[C:5]([OH:7])=O.CN(C(ON1N=NC2C=CC=CC1=2)=[N+](C)C)C.[B-](F)(F)(F)F.C(N(C(C)C)CC)(C)C.[Cl:49][C:50]1[CH:65]=[CH:64][C:53]2[NH:54][C:55]([C:57]3([NH2:63])[CH2:62][CH2:61][CH2:60][CH2:59][CH2:58]3)=[N:56][C:52]=2[CH:51]=1.ClCl. The catalyst class is: 54. (2) Reactant: [Br:1][C:2]1[C:10]2[C:5](=[CH:6][CH:7]=[C:8]([NH2:11])[CH:9]=2)[NH:4][N:3]=1.[Cl:12][C:13]1[CH:18]=[CH:17][C:16]([CH:19]2[CH2:24][C:23](=[O:25])[NH:22][C:21]([CH3:26])=[C:20]2[C:27](O)=[O:28])=[CH:15][C:14]=1[O:30][CH3:31].C(Cl)CCl.CCN(CC)CC. Product: [Br:1][C:2]1[C:10]2[C:5](=[CH:6][CH:7]=[C:8]([NH:11][C:27]([C:20]3[CH:19]([C:16]4[CH:17]=[CH:18][C:13]([Cl:12])=[C:14]([O:30][CH3:31])[CH:15]=4)[CH2:24][C:23](=[O:25])[NH:22][C:21]=3[CH3:26])=[O:28])[CH:9]=2)[NH:4][N:3]=1. The catalyst class is: 861. (3) Reactant: [F:1][C:2]([F:22])([F:21])[C:3]1[CH:8]=[CH:7][C:6]([CH:9]([C:11]2[CH:16]=[CH:15][C:14]([C:17]([F:20])([F:19])[F:18])=[CH:13][CH:12]=2)O)=[CH:5][CH:4]=1.[BrH:23]. Product: [Br:23][CH:9]([C:11]1[CH:16]=[CH:15][C:14]([C:17]([F:20])([F:19])[F:18])=[CH:13][CH:12]=1)[C:6]1[CH:7]=[CH:8][C:3]([C:2]([F:22])([F:21])[F:1])=[CH:4][CH:5]=1. The catalyst class is: 15. (4) Reactant: Br[CH2:2][C:3]([C:5]1[C:10]2[N:11]3[CH2:25][CH2:24][N:23]([CH3:26])[C:22](=[O:27])[C:12]3=[C:13]([O:14][CH2:15][C:16]3[CH:21]=[CH:20][CH:19]=[CH:18][CH:17]=3)[C:9]=2[C:8](=[O:28])[N:7]([CH2:29][C:30]2[CH:35]=[CH:34][C:33]([F:36])=[C:32]([Cl:37])[CH:31]=2)[N:6]=1)=[O:4].Cl.[NH2:39][NH:40][C:41]([NH2:43])=[O:42].C(N(C(C)C)CC)(C)C. Product: [CH2:15]([O:14][C:13]1[C:9]2[C:8](=[O:28])[N:7]([CH2:29][C:30]3[CH:35]=[CH:34][C:33]([F:36])=[C:32]([Cl:37])[CH:31]=3)[N:6]=[C:5]([C:3](=[O:4])[CH2:2][NH:39][NH:40][C:41]([NH2:43])=[O:42])[C:10]=2[N:11]2[CH2:25][CH2:24][N:23]([CH3:26])[C:22](=[O:27])[C:12]=12)[C:16]1[CH:21]=[CH:20][CH:19]=[CH:18][CH:17]=1. The catalyst class is: 1.